From a dataset of Blood-brain barrier permeability classification from the B3DB database. Regression/Classification. Given a drug SMILES string, predict its absorption, distribution, metabolism, or excretion properties. Task type varies by dataset: regression for continuous measurements (e.g., permeability, clearance, half-life) or binary classification for categorical outcomes (e.g., BBB penetration, CYP inhibition). Dataset: b3db_classification. (1) The drug is CC(=O)OCOC(=O)C1N2C(=O)C(NC(=O)Cc3ccccc3)C2SC1(C)C. The result is 0 (does not penetrate BBB). (2) The result is 1 (penetrates BBB). The drug is C=COC=C.